Dataset: Full USPTO retrosynthesis dataset with 1.9M reactions from patents (1976-2016). Task: Predict the reactants needed to synthesize the given product. (1) Given the product [Br:6][C:7]1[CH:15]=[CH:14][C:10]([C:11]#[N:13])=[CH:9][C:8]=1[C:16]#[N:18], predict the reactants needed to synthesize it. The reactants are: P(Cl)(Cl)(Cl)=O.[Br:6][C:7]1[CH:15]=[CH:14][C:10]([C:11]([NH2:13])=O)=[CH:9][C:8]=1[C:16]([NH2:18])=O. (2) Given the product [Cl:1][C:2]1[C:9]([Cl:10])=[CH:8][C:5]([C:6]([OH:22])=[O:7])=[C:4]([O:11][C:12]2[CH:17]=[CH:16][C:15]([F:18])=[CH:14][C:13]=2[O:19][CH3:20])[CH:3]=1, predict the reactants needed to synthesize it. The reactants are: [Cl:1][C:2]1[C:9]([Cl:10])=[CH:8][C:5]([CH:6]=[O:7])=[C:4]([O:11][C:12]2[CH:17]=[CH:16][C:15]([F:18])=[CH:14][C:13]=2[O:19][CH3:20])[CH:3]=1.P([O-])(O)(O)=[O:22].[Na+].CC(=CC)C.Cl([O-])=O.[Na+].Cl.S([O-])([O-])=O.[Na+].[Na+]. (3) Given the product [CH3:28][C:27]1([CH3:29])[C:23]([CH3:22])([CH3:37])[O:24][B:25]([C:30]2[CH:35]=[CH:34][C:33]([O:1][CH2:2][CH2:3][N:4]([CH2:17][C:18]([F:19])([F:20])[F:21])[C:5]3[CH:12]=[CH:11][C:8]([C:9]#[N:10])=[C:7]([C:13]([F:15])([F:16])[F:14])[CH:6]=3)=[CH:32][CH:31]=2)[O:26]1, predict the reactants needed to synthesize it. The reactants are: [OH:1][CH2:2][CH2:3][N:4]([CH2:17][C:18]([F:21])([F:20])[F:19])[C:5]1[CH:12]=[CH:11][C:8]([C:9]#[N:10])=[C:7]([C:13]([F:16])([F:15])[F:14])[CH:6]=1.[CH3:22][C:23]1([CH3:37])[C:27]([CH3:29])([CH3:28])[O:26][B:25]([C:30]2[CH:35]=[CH:34][C:33](O)=[CH:32][CH:31]=2)[O:24]1. (4) Given the product [OH:46][C:21]1([C:18]2[CH:19]=[CH:20][C:15]([CH2:14][N:10]3[C:11]4[C:7](=[CH:6][C:5]([S:2]([CH3:1])(=[O:3])=[O:4])=[CH:13][CH:12]=4)[CH:8]=[CH:9]3)=[N:16][CH:17]=2)[CH2:22][CH2:23][N:24]([C:27]([O:29][C:30]([CH3:33])([CH3:32])[CH3:31])=[O:28])[CH2:25][CH2:26]1, predict the reactants needed to synthesize it. The reactants are: [CH3:1][S:2]([C:5]1[CH:6]=[C:7]2[C:11](=[CH:12][CH:13]=1)[N:10]([CH2:14][C:15]1[CH:20]=[CH:19][C:18]([C:21]3[CH2:22][CH2:23][N:24]([C:27]([O:29][C:30]([CH3:33])([CH3:32])[CH3:31])=[O:28])[CH2:25][CH:26]=3)=[CH:17][N:16]=1)[CH:9]=[CH:8]2)(=[O:4])=[O:3].ClCCl.C1([SiH3])C=CC=CC=1.S([O-])([O-])(=[O:46])=S.[Na+].[Na+]. (5) Given the product [CH2:1]([O:3][C:4](=[O:25])[C:5]1[CH:10]=[CH:9][CH:8]=[C:7]([N:11]2[C:15]([CH3:16])=[CH:14][CH:13]=[C:12]2[C:17]2[CH:22]=[C:21]([Cl:23])[CH:20]=[CH:19][C:18]=2[O:24][CH2:31][C:30]2[CH:33]=[CH:34][C:27]([F:26])=[CH:28][CH:29]=2)[CH:6]=1)[CH3:2], predict the reactants needed to synthesize it. The reactants are: [CH2:1]([O:3][C:4](=[O:25])[C:5]1[CH:10]=[CH:9][CH:8]=[C:7]([N:11]2[C:15]([CH3:16])=[CH:14][CH:13]=[C:12]2[C:17]2[CH:22]=[C:21]([Cl:23])[CH:20]=[CH:19][C:18]=2[OH:24])[CH:6]=1)[CH3:2].[F:26][C:27]1[CH:34]=[CH:33][C:30]([CH2:31]Br)=[CH:29][CH:28]=1.C(=O)([O-])[O-].[K+].[K+]. (6) Given the product [CH3:34][C:33]1([CH3:37])[CH2:35][O:36][CH:14]([CH:15]([CH3:25])[CH2:2][C:3]([C:4]2[CH:5]=[CH:6][C:7]([O:10][CH2:11][CH3:12])=[CH:8][CH:9]=2)=[O:45])[O:31][CH2:32]1, predict the reactants needed to synthesize it. The reactants are: Br[C:2](=O)[CH2:3][C:4]1[CH:9]=[CH:8][C:7]([O:10][CH2:11][CH3:12])=[CH:6][CH:5]=1.[CH3:14][CH:15]([CH3:25])CN(C=CC)CC(C)C.S(=O)(=O)(O)O.[OH:31][CH2:32][C:33]([CH3:37])([CH2:35][OH:36])[CH3:34].C1(C)C=CC(S(O)(=O)=[O:45])=CC=1. (7) Given the product [CH2:40]([N:47]1[CH2:51][CH2:50][C@H:49]([C:52]([NH:14][CH2:13][CH2:12][C:6]2[C:5]3[C:9](=[CH:10][CH:11]=[C:3]([Cl:2])[CH:4]=3)[NH:8][CH:7]=2)=[O:53])[CH2:48]1)[C:41]1[CH:46]=[CH:45][CH:44]=[CH:43][CH:42]=1, predict the reactants needed to synthesize it. The reactants are: Cl.[Cl:2][C:3]1[CH:4]=[C:5]2[C:9](=[CH:10][CH:11]=1)[NH:8][CH:7]=[C:6]2[CH2:12][CH2:13][NH2:14].CN(C(ON1N=NC2C=CC=NC1=2)=[N+](C)C)C.F[P-](F)(F)(F)(F)F.Cl.[CH2:40]([N:47]1[CH2:51][CH2:50][C@H:49]([C:52](O)=[O:53])[CH2:48]1)[C:41]1[CH:46]=[CH:45][CH:44]=[CH:43][CH:42]=1.C(N(CC)C(C)C)(C)C. (8) Given the product [C:6]([C:7]1[CH:14]=[CH:13][C:10]([CH:11]=[O:12])=[CH:9][CH:8]=1)#[CH:5], predict the reactants needed to synthesize it. The reactants are: C[Si]([C:5]#[C:6][C:7]1[CH:14]=[CH:13][C:10]([CH:11]=[O:12])=[CH:9][CH:8]=1)(C)C.C([O-])([O-])=O.[K+].[K+].